This data is from Reaction yield outcomes from USPTO patents with 853,638 reactions. The task is: Predict the reaction yield, written as a fraction of the theoretical maximum amount of product (1.0 means a 100% yield; for example, 0.34 means a 34% yield). The reactants are O=P(Cl)(Cl)Cl.[CH2:6]([N:13]1[C:18]2[CH:19]=[C:20]([Cl:23])[CH:21]=[CH:22][C:17]=2[O:16][CH:15]([C:24]([N:26]2[CH2:31][CH2:30][C:29]([CH2:34][C:35]3[CH:40]=[CH:39][C:38]([F:41])=[CH:37][CH:36]=3)([C:32]#[N:33])[CH2:28][CH2:27]2)=[O:25])[CH2:14]1)[C:7]1[CH:12]=[CH:11][CH:10]=[CH:9][CH:8]=1.CN([CH:45]=[O:46])C.O=P(Cl)(Cl)Cl. The catalyst is CN(C=O)C. The product is [CH2:6]([N:13]1[C:18]2[CH:19]=[C:20]([Cl:23])[C:21]([CH:45]=[O:46])=[CH:22][C:17]=2[O:16][CH:15]([C:24]([N:26]2[CH2:31][CH2:30][C:29]([CH2:34][C:35]3[CH:40]=[CH:39][C:38]([F:41])=[CH:37][CH:36]=3)([C:32]#[N:33])[CH2:28][CH2:27]2)=[O:25])[CH2:14]1)[C:7]1[CH:8]=[CH:9][CH:10]=[CH:11][CH:12]=1. The yield is 0.813.